Dataset: Reaction yield outcomes from USPTO patents with 853,638 reactions. Task: Predict the reaction yield, written as a fraction of the theoretical maximum amount of product (1.0 means a 100% yield; for example, 0.34 means a 34% yield). (1) The reactants are [CH2:1]([O:3][C:4]1[CH:5]=[C:6]([CH:10]=[CH:11][CH:12]=1)[C:7](Cl)=[O:8])[CH3:2].[Cl:13][C:14]1[CH:19]=[CH:18][CH:17]=[CH:16][C:15]=1[C:20]1[CH:24]=[C:23]([NH2:25])[O:22][N:21]=1.CC(N(C)C)=O. The catalyst is C(#N)C. The product is [Cl:13][C:14]1[CH:19]=[CH:18][CH:17]=[CH:16][C:15]=1[C:20]1[CH:24]=[C:23]([NH:25][C:7](=[O:8])[C:6]2[CH:10]=[CH:11][CH:12]=[C:4]([O:3][CH2:1][CH3:2])[CH:5]=2)[O:22][N:21]=1. The yield is 0.255. (2) The reactants are [Cl:1][C:2]1[N:3]=[CH:4][C:5]2[S:10][CH:9]=[C:8]([C:11](Cl)=[O:12])[C:6]=2[N:7]=1.[CH2:14]([C:16]1[CH:17]=[C:18]([NH2:26])[CH:19]=[C:20]2[C:25]=1[N:24]=[CH:23][CH:22]=[CH:21]2)[CH3:15].N1C=CC=CC=1. The catalyst is C(Cl)Cl.CCOC(C)=O. The product is [Cl:1][C:2]1[N:3]=[CH:4][C:5]2[S:10][CH:9]=[C:8]([C:11]([NH:26][C:18]3[CH:19]=[C:20]4[C:25](=[C:16]([CH2:14][CH3:15])[CH:17]=3)[N:24]=[CH:23][CH:22]=[CH:21]4)=[O:12])[C:6]=2[N:7]=1. The yield is 0.990. (3) The reactants are [Mg].Br[C:3]1[CH:8]=[C:7]([O:9][CH3:10])[C:6]2[O:11][CH2:12][O:13][C:5]=2[CH:4]=1.II.C[O:17][B:18](OC)[O:19]C.Cl. The catalyst is O1CCCC1. The product is [CH3:10][O:9][C:7]1[C:6]2[O:11][CH2:12][O:13][C:5]=2[CH:4]=[C:3]([B:18]([OH:19])[OH:17])[CH:8]=1. The yield is 0.400. (4) The reactants are [CH3:1][C:2]1[CH:11]=[CH:10][C:9]2[C:4](=[C:5]([NH2:12])[CH:6]=[CH:7][CH:8]=2)[N:3]=1.[C:13]1([S:19](Cl)(=[O:21])=[O:20])[CH:18]=[CH:17][CH:16]=[CH:15][CH:14]=1. The catalyst is CN(C1C=CN=CC=1)C. The product is [CH3:1][C:2]1[CH:11]=[CH:10][C:9]2[C:4](=[C:5]([NH:12][S:19]([C:13]3[CH:18]=[CH:17][CH:16]=[CH:15][CH:14]=3)(=[O:21])=[O:20])[CH:6]=[CH:7][CH:8]=2)[N:3]=1. The yield is 0.430.